Dataset: Forward reaction prediction with 1.9M reactions from USPTO patents (1976-2016). Task: Predict the product of the given reaction. (1) Given the reactants [OH:1][C:2]1[CH:7]=[CH:6][C:5](/[CH:8]=[N:9]/[NH:10][C:11](=[O:22])[CH:12]([OH:21])[C:13]2[CH:18]=[CH:17][C:16]([O:19][CH3:20])=[CH:15][CH:14]=2)=[CH:4][C:3]=1[O:23][CH3:24].[H][H], predict the reaction product. The product is: [OH:1][C:2]1[CH:7]=[CH:6][C:5]([CH2:8][NH:9][NH:10][C:11](=[O:22])[CH:12]([OH:21])[C:13]2[CH:18]=[CH:17][C:16]([O:19][CH3:20])=[CH:15][CH:14]=2)=[CH:4][C:3]=1[O:23][CH3:24]. (2) Given the reactants [Cl:1][C:2]1[CH:7]=[CH:6][C:5]([C:8]#[C:9][Si](C)(C)C)=[CH:4][C:3]=1[NH:14][NH:15][C:16]([O:18][CH3:19])=[O:17].C([O-])([O-])=O.[K+].[K+], predict the reaction product. The product is: [Cl:1][C:2]1[CH:7]=[CH:6][C:5]([C:8]#[CH:9])=[CH:4][C:3]=1[NH:14][NH:15][C:16]([O:18][CH3:19])=[O:17]. (3) Given the reactants C([O-])(O)=O.[Na+].[NH2:6][C@H:7]([CH2:15][OH:16])[CH2:8][C:9]1[CH:14]=[CH:13][CH:12]=[CH:11][CH:10]=1.[C:17](O[C:17]([O:19][C:20]([CH3:23])([CH3:22])[CH3:21])=[O:18])([O:19][C:20]([CH3:23])([CH3:22])[CH3:21])=[O:18], predict the reaction product. The product is: [C:20]([O:19][C:17](=[O:18])[NH:6][C@H:7]([CH2:15][OH:16])[CH2:8][C:9]1[CH:10]=[CH:11][CH:12]=[CH:13][CH:14]=1)([CH3:23])([CH3:22])[CH3:21]. (4) Given the reactants CC(OC([N:8]1[CH2:13][CH2:12][C:11](=[C:14]([C:28]2[CH:33]=[CH:32][CH:31]=[CH:30][C:29]=2[NH2:34])[C:15]2[CH:20]=[CH:19][C:18]([C:21]([N:23]([CH2:26][CH3:27])[CH2:24][CH3:25])=[O:22])=[CH:17][CH:16]=2)[CH2:10][CH2:9]1)=O)(C)C.Br[C:36]1[C:45]2[C:40](=[CH:41][CH:42]=[CH:43][CH:44]=2)[CH:39]=[CH:38][CH:37]=1.CC([O-])(C)C.[Na+].C(O)(C(F)(F)F)=O, predict the reaction product. The product is: [CH2:24]([N:23]([CH2:26][CH3:27])[C:21](=[O:22])[C:18]1[CH:17]=[CH:16][C:15]([C:14]([C:28]2[CH:33]=[CH:32][CH:31]=[CH:30][C:29]=2[NH:34][C:44]2[C:45]3[C:40](=[CH:39][CH:38]=[CH:37][CH:36]=3)[CH:41]=[CH:42][CH:43]=2)=[C:11]2[CH2:10][CH2:9][NH:8][CH2:13][CH2:12]2)=[CH:20][CH:19]=1)[CH3:25]. (5) Given the reactants [CH2:1]([O:3][C:4](=[O:31])[C:5]([O:23][C:24]1[CH:25]=[C:26]([CH3:30])[CH:27]=[CH:28][CH:29]=1)([CH3:22])[CH:6]([C:8]1[CH:13]=[CH:12][C:11]([O:14][CH2:15][C:16]2[CH:21]=[CH:20][CH:19]=[CH:18][CH:17]=2)=[CH:10][CH:9]=1)[OH:7])[CH3:2].N1C=CC=CC=1.[F:38][C:39]([F:50])([F:49])[C:40](O[C:40](=[O:41])[C:39]([F:50])([F:49])[F:38])=[O:41].Cl, predict the reaction product. The product is: [CH2:1]([O:3][C:4](=[O:31])[C:5]([CH3:22])([O:23][C:24]1[CH:25]=[C:26]([CH3:30])[CH:27]=[CH:28][CH:29]=1)[CH:6]([C:8]1[CH:9]=[CH:10][C:11]([O:14][CH2:15][C:16]2[CH:21]=[CH:20][CH:19]=[CH:18][CH:17]=2)=[CH:12][CH:13]=1)[O:7][C:40](=[O:41])[C:39]([F:50])([F:49])[F:38])[CH3:2]. (6) Given the reactants C1(C(N)=O)(C(N)=O)CC1.[F:10][C:11]1[CH:16]=[CH:15][C:14]([NH:17][C:18]([C:20]2([C:23]([NH:25][C:26]3[CH:31]=[CH:30][C:29]([O:32][C:33]4[C:42]5[C:37](=[CH:38][C:39]([OH:45])=[C:40]([O:43][CH3:44])[CH:41]=5)[N:36]=[CH:35][CH:34]=4)=[C:28]([F:46])[CH:27]=3)=[O:24])[CH2:22][CH2:21]2)=[O:19])=[CH:13][CH:12]=1.[CH2:47]([N:49]([CH2:53][CH3:54])[CH2:50][CH2:51]O)[CH3:48].C1C=CC(P(C2C=CC=CC=2)C2C=CC=CC=2)=CC=1.CC(OC(/N=N/C(OC(C)C)=O)=O)C, predict the reaction product. The product is: [CH2:47]([N:49]([CH2:53][CH3:54])[CH2:50][CH2:51][O:45][C:39]1[CH:38]=[C:37]2[C:42]([C:33]([O:32][C:29]3[CH:30]=[CH:31][C:26]([NH:25][C:23]([C:20]4([C:18]([NH:17][C:14]5[CH:15]=[CH:16][C:11]([F:10])=[CH:12][CH:13]=5)=[O:19])[CH2:21][CH2:22]4)=[O:24])=[CH:27][C:28]=3[F:46])=[CH:34][CH:35]=[N:36]2)=[CH:41][C:40]=1[O:43][CH3:44])[CH3:48]. (7) Given the reactants COC1[C@H](C(C)C)N=[C:6](OC)[C@@H:7]([CH2:9][C:10]2[CH:15]=[C:14]([F:16])[C:13]([F:17])=[CH:12][C:11]=2[F:18])[N:8]=1.Cl.C(N(CC)CC)C.[C:43]([O:42][C:40](O[C:40]([O:42][C:43]([CH3:46])([CH3:45])[CH3:44])=[O:41])=[O:41])([CH3:46])([CH3:45])[CH3:44].[C:47]([O:50]CC)(=[O:49])C, predict the reaction product. The product is: [CH3:46][C:43]([CH3:44])([O:42][C:40]([NH:8][C@H:7]([CH2:9][C:10]1[CH:15]=[C:14]([F:16])[C:13]([F:17])=[CH:12][C:11]=1[F:18])[CH2:6][C:47]([OH:50])=[O:49])=[O:41])[CH3:45]. (8) Given the reactants [CH3:1][C:2](=[CH2:25])[C:3]([O:5][CH2:6][CH2:7][CH2:8][CH2:9][CH2:10][CH2:11][O:12][C:13]1[CH:14]=[C:15]2[C:20](=[CH:21][CH:22]=1)[CH:19]=[C:18]([CH:23]=[O:24])[CH:17]=[CH:16]2)=[O:4].CC(=CC)C.P([O-])(O)(O)=[O:32].[Na+].Cl([O-])=O.[Na+], predict the reaction product. The product is: [CH3:25][C:2](=[CH2:1])[C:3]([O:5][CH2:6][CH2:7][CH2:8][CH2:9][CH2:10][CH2:11][O:12][C:13]1[CH:14]=[C:15]2[C:20](=[CH:21][CH:22]=1)[CH:19]=[C:18]([C:23]([OH:32])=[O:24])[CH:17]=[CH:16]2)=[O:4]. (9) Given the reactants [C:1]([C:3]1[CH:8]=[CH:7][C:6]([C:9]2[CH:10]=[N:11][N:12]([C:15]3[CH:23]=[CH:22][C:18]([C:19](O)=[O:20])=[CH:17][N:16]=3)[C:13]=2[OH:14])=[C:5]([CH3:24])[C:4]=1[F:25])#[N:2].[CH2:26]([N:28]1[CH2:33][CH2:32][NH:31][CH2:30][C@H:29]1[CH3:34])[CH3:27], predict the reaction product. The product is: [CH2:26]([N:28]1[CH2:33][CH2:32][N:31]([C:19]([C:18]2[CH:22]=[CH:23][C:15]([N:12]3[C:13]([OH:14])=[C:9]([C:6]4[CH:7]=[CH:8][C:3]([C:1]#[N:2])=[C:4]([F:25])[C:5]=4[CH3:24])[CH:10]=[N:11]3)=[N:16][CH:17]=2)=[O:20])[CH2:30][C@H:29]1[CH3:34])[CH3:27]. (10) Given the reactants [Br:1][C:2]1[CH:11]=[C:10]2[C:5]([C:6]([CH3:14])([CH3:13])[CH2:7][CH2:8][C:9]2=O)=[CH:4][C:3]=1[CH3:15].Cl.[O:17]([NH2:19])[CH3:18].N1C=CC=CC=1, predict the reaction product. The product is: [CH3:18][O:17][N:19]=[C:9]1[C:10]2[C:5](=[CH:4][C:3]([CH3:15])=[C:2]([Br:1])[CH:11]=2)[C:6]([CH3:14])([CH3:13])[CH2:7][CH2:8]1.